Dataset: Forward reaction prediction with 1.9M reactions from USPTO patents (1976-2016). Task: Predict the product of the given reaction. Given the reactants [O:1]1[C:5]2([CH2:10][CH2:9][C:8](=O)[CH2:7][CH2:6]2)[O:4][CH2:3][CH2:2]1.[O:12]1[CH2:16][CH2:15][CH2:14][NH:13]1.C(O[BH-](OC(=O)C)OC(=O)C)(=O)C.[Na+], predict the reaction product. The product is: [O:1]1[C:5]2([CH2:10][CH2:9][CH:8]([N:13]3[CH2:14][CH2:15][CH2:16][O:12]3)[CH2:7][CH2:6]2)[O:4][CH2:3][CH2:2]1.